From a dataset of Catalyst prediction with 721,799 reactions and 888 catalyst types from USPTO. Predict which catalyst facilitates the given reaction. (1) Reactant: [CH3:1][O:2][C:3](=[O:17])[C:4]1[CH:9]=[CH:8][CH:7]=[C:6]([C:10](=O)[CH2:11][CH2:12][C:13](=O)[CH3:14])[CH:5]=1.Cl.[CH2:19]([O:26][C:27]1[CH:33]=[CH:32][CH:31]=[CH:30][C:28]=1[NH2:29])[C:20]1[CH:25]=[CH:24][CH:23]=[CH:22][CH:21]=1.C(N(CC)CC)C. Product: [CH3:1][O:2][C:3](=[O:17])[C:4]1[CH:9]=[CH:8][CH:7]=[C:6]([C:10]2[N:29]([C:28]3[CH:30]=[CH:31][CH:32]=[CH:33][C:27]=3[O:26][CH2:19][C:20]3[CH:21]=[CH:22][CH:23]=[CH:24][CH:25]=3)[C:13]([CH3:14])=[CH:12][CH:11]=2)[CH:5]=1. The catalyst class is: 133. (2) Reactant: [Cl:1][C:2]1[CH:7]=[C:6]([F:8])[C:5]([N:9]2[C:14](=[O:15])[CH:13]=[C:12]([C:16]([F:19])([F:18])[F:17])[N:11]([CH3:20])[C:10]2=[O:21])=[CH:4][C:3]=1[NH:22][C:23]([NH:25][CH2:26][C:27]([O:29][CH2:30][CH3:31])=[O:28])=S.C(N(CC)CC)C.CS(Cl)(=O)=O. Product: [Cl:1][C:2]1[CH:7]=[C:6]([F:8])[C:5]([N:9]2[C:14](=[O:15])[CH:13]=[C:12]([C:16]([F:17])([F:19])[F:18])[N:11]([CH3:20])[C:10]2=[O:21])=[CH:4][C:3]=1[N:22]=[C:23]=[N:25][CH2:26][C:27]([O:29][CH2:30][CH3:31])=[O:28]. The catalyst class is: 172. (3) Reactant: [OH-].[K+].[NH:3]1[C:11]2[C:6](=[N:7][CH:8]=[CH:9][CH:10]=2)[CH:5]=[CH:4]1.[CH2:12]1[O:22][C:15]2([CH2:20][CH2:19][C:18](=O)[CH2:17][CH2:16]2)[O:14][CH2:13]1. Product: [O:14]1[C:15]2([CH2:20][CH2:19][C:18]([C:5]3[C:6]4=[N:7][CH:8]=[CH:9][CH:10]=[C:11]4[NH:3][CH:4]=3)=[CH:17][CH2:16]2)[O:22][CH2:12][CH2:13]1. The catalyst class is: 5. (4) Reactant: C(=O)([O-])[O-].[K+].[K+].[I-].[K+].[CH3:9][O:10][C:11](=[O:20])[C:12]1[CH:17]=[CH:16][C:15]([OH:18])=[C:14]([CH3:19])[CH:13]=1.[C:21]([O:25][C:26](=[O:31])[CH2:27][CH2:28][CH2:29]Br)([CH3:24])([CH3:23])[CH3:22]. Product: [CH3:9][O:10][C:11](=[O:20])[C:12]1[CH:17]=[CH:16][C:15]([O:18][CH2:29][CH2:28][CH2:27][C:26]([O:25][C:21]([CH3:24])([CH3:23])[CH3:22])=[O:31])=[C:14]([CH3:19])[CH:13]=1. The catalyst class is: 21. (5) Reactant: [Br:1][C:2]1[CH:7]=[CH:6][N:5]2[N:8]=[CH:9][C:10]([C:11]([NH:13][NH2:14])=[O:12])=[C:4]2[CH:3]=1.[C:15](=S)=[S:16].[OH-].[K+]. Product: [Br:1][C:2]1[CH:7]=[CH:6][N:5]2[N:8]=[CH:9][C:10]([C:11]3[O:12][C:15](=[S:16])[NH:14][N:13]=3)=[C:4]2[CH:3]=1. The catalyst class is: 14. (6) Product: [CH3:30][C@@H:21]1[CH2:22][S:23](=[O:25])(=[O:24])[CH2:26][CH2:27][CH:3]=[CH:2][CH2:1][C:4]2[CH:5]=[C:6]([CH:7]=[CH:8][CH:9]=2)[CH2:10][C@@H:11]([C@@H:12]2[CH2:16][C@@H:15]([CH3:17])[C:14](=[O:18])[O:13]2)[NH:19][C:20]1=[O:31]. The catalyst class is: 4. Reactant: [CH2:1]([C:4]1[CH:5]=[C:6]([CH2:10][C@H:11]([NH:19][C:20](=[O:31])[C@H:21]([CH3:30])[CH2:22][S:23]([CH2:26][CH2:27]C=C)(=[O:25])=[O:24])[C@@H:12]2[CH2:16][C@@H:15]([CH3:17])[C:14](=[O:18])[O:13]2)[CH:7]=[CH:8][CH:9]=1)[CH:2]=[CH2:3]. (7) Reactant: [CH2:1]([O:8][C:9]1[C:10]([NH:16][C:17]2[S:18][CH:19]=[C:20]([CH3:22])[N:21]=2)=[N:11][CH:12]=[C:13](Br)[CH:14]=1)[C:2]1[CH:7]=[CH:6][CH:5]=[CH:4][CH:3]=1.[CH:23](/B(O)O)=[CH:24]\[C:25]1[CH:30]=[CH:29][CH:28]=[CH:27][CH:26]=1.C(=O)([O-])[O-].[Na+].[Na+].COCCOC. Product: [CH2:1]([O:8][C:9]1[C:10]([NH:16][C:17]2[S:18][CH:19]=[C:20]([CH3:22])[N:21]=2)=[N:11][CH:12]=[C:13](/[CH:23]=[CH:24]/[C:25]2[CH:30]=[CH:29][CH:28]=[CH:27][CH:26]=2)[CH:14]=1)[C:2]1[CH:7]=[CH:6][CH:5]=[CH:4][CH:3]=1. The catalyst class is: 103. (8) Reactant: [CH3:1][O:2][C:3]1[CH:8]=[C:7]([O:9][CH3:10])[CH:6]=[CH:5][C:4]=1[CH2:11][CH2:12][CH2:13][CH2:14][N:15]=[N+]=[N-].[H-].[H-].[H-].[H-].[Li+].[Al+3]. Product: [CH3:1][O:2][C:3]1[CH:8]=[C:7]([O:9][CH3:10])[CH:6]=[CH:5][C:4]=1[CH2:11][CH2:12][CH2:13][CH2:14][NH2:15]. The catalyst class is: 1. (9) Reactant: [CH3:1][N:2]1[C@@H:12]2[CH2:13][C:14]3[CH:19]=[CH:18][C:17]([OH:20])=[C:16]4[O:21][C@H:6]5[C:7]([CH:9]=[CH:10][C@:11]2([OH:22])[C@:5]5([C:15]=34)[CH2:4][CH2:3]1)=[O:8].C(N(CC)CC)C.[CH:30]1(C=O)[CH2:32][CH2:31]1.C(O)=O. Product: [CH2:30]1[CH:32]([CH2:1][N:2]2[C@@H:12]3[CH2:13][C:14]4[CH:19]=[CH:18][C:17]([OH:20])=[C:16]5[O:21][CH:6]6[C:7]([CH2:9][CH2:10][C@:11]3([OH:22])[C@:5]6([C:15]=45)[CH2:4][CH2:3]2)=[O:8])[CH2:31]1. The catalyst class is: 10.